Dataset: Full USPTO retrosynthesis dataset with 1.9M reactions from patents (1976-2016). Task: Predict the reactants needed to synthesize the given product. (1) The reactants are: [Cl:1][C:2]1[N:3]=[C:4]([C:9]([NH:11][C@H:12]2[CH2:17][CH2:16][N:15]([C:18]3[S:19][C:20]([C:23]([O:25]CC)=[O:24])=[CH:21][N:22]=3)[CH2:14][C@H:13]2[O:28][CH2:29][C:30]([F:33])([F:32])[CH3:31])=[O:10])[NH:5][C:6]=1[CH2:7][CH3:8].[OH-].[Li+]. Given the product [Cl:1][C:2]1[N:3]=[C:4]([C:9]([NH:11][C@H:12]2[CH2:17][CH2:16][N:15]([C:18]3[S:19][C:20]([C:23]([OH:25])=[O:24])=[CH:21][N:22]=3)[CH2:14][C@H:13]2[O:28][CH2:29][C:30]([F:33])([F:32])[CH3:31])=[O:10])[NH:5][C:6]=1[CH2:7][CH3:8], predict the reactants needed to synthesize it. (2) Given the product [Cl:16][C:8]1[C:9]([F:15])=[CH:10][C:11]2[C:12]3[N:13]=[CH:14][C:2]([C:43]4[N:39]([CH3:38])[N:40]=[N:41][C:42]=4[CH3:57])=[CH:3][C:4]=3[N:5]([C@H:18]([C:25]3[CH:26]=[CH:27][CH:28]=[CH:29][CH:30]=3)[CH:19]3[CH2:20][CH2:21][O:22][CH2:23][CH2:24]3)[C:6]=2[C:7]=1[F:17], predict the reactants needed to synthesize it. The reactants are: Br[C:2]1[CH:14]=[N:13][C:12]2[C:11]3[CH:10]=[C:9]([F:15])[C:8]([Cl:16])=[C:7]([F:17])[C:6]=3[N:5]([C@H:18]([C:25]3[CH:30]=[CH:29][CH:28]=[CH:27][CH:26]=3)[CH:19]3[CH2:24][CH2:23][O:22][CH2:21][CH2:20]3)[C:4]=2[CH:3]=1.C(N(CC)CC)C.[CH3:38][N:39]1[C:43]([Sn](CCCC)(CCCC)CCCC)=[C:42]([CH3:57])[N:41]=[N:40]1. (3) Given the product [CH3:3][C:4]1[CH:5]=[CH:6][C:7]([I:14])=[C:8]([CH2:10][C:11]([Cl:17])=[O:12])[CH:9]=1, predict the reactants needed to synthesize it. The reactants are: [OH-].[Na+].[CH3:3][C:4]1[CH:5]=[CH:6][C:7]([I:14])=[C:8]([CH2:10][C:11](O)=[O:12])[CH:9]=1.S(Cl)([Cl:17])=O. (4) Given the product [C:1]([C:5]1[CH:9]=[C:8]([NH:10][C:23](=[O:24])[NH:30][C:31]2[C:40]3[C:35](=[CH:36][CH:37]=[CH:38][CH:39]=3)[C:34]([O:41][CH2:42][C:43]([C:46]3[CH:51]=[CH:50][N:49]=[C:48]([NH:52][C:53](=[O:59])[O:54][C:55]([CH3:58])([CH3:57])[CH3:56])[CH:47]=3)([CH3:45])[CH3:44])=[CH:33][CH:32]=2)[N:7]([C:11]2[CH:12]=[CH:13][C:14]([CH3:17])=[CH:15][CH:16]=2)[N:6]=1)([CH3:4])([CH3:3])[CH3:2], predict the reactants needed to synthesize it. The reactants are: [C:1]([C:5]1[CH:9]=[C:8]([NH2:10])[N:7]([C:11]2[CH:16]=[CH:15][C:14]([CH3:17])=[CH:13][CH:12]=2)[N:6]=1)([CH3:4])([CH3:3])[CH3:2].C1N=CN([C:23](N2C=NC=C2)=[O:24])C=1.[NH2:30][C:31]1[C:40]2[C:35](=[CH:36][CH:37]=[CH:38][CH:39]=2)[C:34]([O:41][CH2:42][C:43]([C:46]2[CH:51]=[CH:50][N:49]=[C:48]([NH:52][C:53](=[O:59])[O:54][C:55]([CH3:58])([CH3:57])[CH3:56])[CH:47]=2)([CH3:45])[CH3:44])=[CH:33][CH:32]=1. (5) Given the product [C:47]([OH:55])(=[O:54])[C:48]1[CH:53]=[CH:52][CH:51]=[CH:50][CH:49]=1.[CH3:46][N:2]([CH3:1])[CH2:3][C:4]([O:6][C@@H:7]([CH3:45])[CH2:8][N:9]1[C:13]([CH3:14])=[C:12]([C:15](=[O:37])[NH:16][C:17]2[CH:22]=[CH:21][C:20]([O:23][C:24]3[C:33]4[C:28](=[CH:29][C:30]([O:34][CH3:35])=[CH:31][CH:32]=4)[N:27]=[CH:26][CH:25]=3)=[C:19]([F:36])[CH:18]=2)[C:11](=[O:38])[N:10]1[C:39]1[CH:40]=[CH:41][CH:42]=[CH:43][CH:44]=1)=[O:5], predict the reactants needed to synthesize it. The reactants are: [CH3:1][N:2]([CH3:46])[CH2:3][C:4]([O:6][C@@H:7]([CH3:45])[CH2:8][N:9]1[C:13]([CH3:14])=[C:12]([C:15](=[O:37])[NH:16][C:17]2[CH:22]=[CH:21][C:20]([O:23][C:24]3[C:33]4[C:28](=[CH:29][C:30]([O:34][CH3:35])=[CH:31][CH:32]=4)[N:27]=[CH:26][CH:25]=3)=[C:19]([F:36])[CH:18]=2)[C:11](=[O:38])[N:10]1[C:39]1[CH:44]=[CH:43][CH:42]=[CH:41][CH:40]=1)=[O:5].[C:47]([OH:55])(=[O:54])[C:48]1[CH:53]=[CH:52][CH:51]=[CH:50][CH:49]=1. (6) Given the product [Cl:1][C:2]1[C:11]2[C:6](=[CH:7][CH:8]=[C:9]([F:12])[CH:10]=2)[N:5]=[CH:4][C:3]=1[CH:13]([OH:15])[CH3:14], predict the reactants needed to synthesize it. The reactants are: [Cl:1][C:2]1[C:11]2[C:6](=[CH:7][CH:8]=[C:9]([F:12])[CH:10]=2)[N:5]=[CH:4][C:3]=1[C:13](=[O:15])[CH3:14].[BH4-].[Na+]. (7) Given the product [CH3:27][N:26]([C:24]1[CH:23]=[CH:22][N:21]=[C:20]([N:4]2[CH2:5][CH2:6][N:1]([CH2:7][C:8]3[CH:9]=[CH:10][C:11]([CH2:14][NH:15][C:16](=[O:18])[CH3:17])=[CH:12][CH:13]=3)[CH2:2][CH2:3]2)[N:25]=1)[CH3:28], predict the reactants needed to synthesize it. The reactants are: [N:1]1([CH2:7][C:8]2[CH:13]=[CH:12][C:11]([CH2:14][NH:15][C:16](=[O:18])[CH3:17])=[CH:10][CH:9]=2)[CH2:6][CH2:5][NH:4][CH2:3][CH2:2]1.Cl[C:20]1[N:25]=[C:24]([N:26]([CH3:28])[CH3:27])[CH:23]=[CH:22][N:21]=1. (8) Given the product [C:24]([N:1]([C:29](=[O:31])[CH3:30])[C:2]1[CH:7]=[C:6]([C:8]2[CH:13]=[CH:12][C:11]([CH3:14])=[CH:10][CH:9]=2)[CH:5]=[CH:4][N:3]=1)(=[O:26])[CH3:25], predict the reactants needed to synthesize it. The reactants are: [NH2:1][C:2]1[CH:7]=[C:6]([C:8]2[CH:13]=[CH:12][C:11]([CH3:14])=[CH:10][CH:9]=2)[CH:5]=[CH:4][N:3]=1.C(N(CC)C(C)C)(C)C.[C:24](Cl)(=[O:26])[CH3:25].Cl.[C:29](OCC)(=[O:31])[CH3:30].